From a dataset of Reaction yield outcomes from USPTO patents with 853,638 reactions. Predict the reaction yield, written as a fraction of the theoretical maximum amount of product (1.0 means a 100% yield; for example, 0.34 means a 34% yield). (1) The reactants are [CH3:1][N:2]1[C:10]2[C:5](=[CH:6][CH:7]=[CH:8][CH:9]=2)[CH:4]=[C:3]1[CH2:11][NH:12][CH3:13].CN[C:16](C1N(C)C2C(C=1)=CC=CC=2)=[O:17]. No catalyst specified. The product is [CH3:1][N:2]1[C:10]2[C:5](=[CH:6][CH:7]=[C:8]([O:17][CH3:16])[CH:9]=2)[CH:4]=[C:3]1[CH2:11][NH:12][CH3:13]. The yield is 0.760. (2) The reactants are [Cl:1][C:2]1[CH:3]=[CH:4][C:5]([O:33][CH3:34])=[C:6]([C:8]2[C:12]([NH:13][C:14]([C:16]3[CH:17]=[N:18][N:19]4[CH:24]=[CH:23][CH:22]=[N:21][C:20]=34)=[O:15])=[CH:11][N:10]([CH2:25][C:26]([O:28]C(C)(C)C)=[O:27])[N:9]=2)[CH:7]=1.C(O)(C(F)(F)F)=O. The catalyst is ClCCl. The product is [Cl:1][C:2]1[CH:3]=[CH:4][C:5]([O:33][CH3:34])=[C:6]([C:8]2[C:12]([NH:13][C:14]([C:16]3[CH:17]=[N:18][N:19]4[CH:24]=[CH:23][CH:22]=[N:21][C:20]=34)=[O:15])=[CH:11][N:10]([CH2:25][C:26]([OH:28])=[O:27])[N:9]=2)[CH:7]=1. The yield is 0.860. (3) The reactants are [C:1](N1C=CN=C1)(N1C=CN=C1)=[S:2].[O:13]([C:20]1[CH:26]=[CH:25][C:23]([NH2:24])=[CH:22][CH:21]=1)[C:14]1[CH:19]=[CH:18][CH:17]=[CH:16][CH:15]=1.N1C=CN=C1.[NH2:32][C:33]1[NH:37][N:36]=[C:35]([NH:38][C:39]2[CH:44]=[CH:43][C:42]([S:45]([NH2:48])(=[O:47])=[O:46])=[CH:41][CH:40]=2)[N:34]=1. The catalyst is C(#N)C.CN(C=O)C. The product is [O:13]([C:20]1[CH:21]=[CH:22][C:23]([NH:24][C:1]([N:37]2[C:33]([NH2:32])=[N:34][C:35]([NH:38][C:39]3[CH:40]=[CH:41][C:42]([S:45](=[O:46])(=[O:47])[NH2:48])=[CH:43][CH:44]=3)=[N:36]2)=[S:2])=[CH:25][CH:26]=1)[C:14]1[CH:15]=[CH:16][CH:17]=[CH:18][CH:19]=1. The yield is 0.400. (4) The catalyst is C(Cl)Cl. The product is [O:12]=[C:13]1[CH2:18][CH2:17][CH:16]([C:19]([O:21][CH2:22][CH3:23])=[O:20])[CH2:15][CH2:14]1. The reactants are [Cr](Cl)([O-])(=O)=O.[NH+]1C=CC=CC=1.[OH:12][CH:13]1[CH2:18][CH2:17][CH:16]([C:19]([O:21][CH2:22][CH3:23])=[O:20])[CH2:15][CH2:14]1. The yield is 0.880. (5) The reactants are N[C:2]1[CH:3]=[C:4]2[C:9](=[CH:10][CH:11]=1)[C:8](=[O:12])[CH2:7][CH2:6][CH2:5]2.N([O-])=O.[Na+].[Br:17](O)(=O)=O. The catalyst is O.[Cu]Br. The product is [Br:17][C:2]1[CH:3]=[C:4]2[C:9](=[CH:10][CH:11]=1)[C:8](=[O:12])[CH2:7][CH2:6][CH2:5]2. The yield is 0.450. (6) The reactants are [CH3:1][O:2][C:3]1[CH:4]=[C:5]([N+:16]([O-:18])=[O:17])[CH:6]=[C:7]2[C:12]=1[NH:11][CH:10]=[C:9]([C:13]#[N:14])[C:8]2=O.O=P(Cl)(Cl)[Cl:21]. No catalyst specified. The product is [Cl:21][C:8]1[C:7]2[C:12](=[C:3]([O:2][CH3:1])[CH:4]=[C:5]([N+:16]([O-:18])=[O:17])[CH:6]=2)[N:11]=[CH:10][C:9]=1[C:13]#[N:14]. The yield is 0.190.